Task: Predict the reaction yield, written as a fraction of the theoretical maximum amount of product (1.0 means a 100% yield; for example, 0.34 means a 34% yield).. Dataset: Reaction yield outcomes from USPTO patents with 853,638 reactions (1) The reactants are [C:1]([O:5][C:6]([C@H:8]1[CH2:10][C@@H:9]1[C@@:11]([CH3:27])([NH:20][S@@:21]([C:23]([CH3:26])([CH3:25])[CH3:24])=[O:22])[C:12]([C:15](OCC)=[O:16])([F:14])[F:13])=[O:7])([CH3:4])([CH3:3])[CH3:2].[BH4-].[Li+]. No catalyst specified. The product is [C:1]([O:5][C:6]([C@H:8]1[CH2:10][C@@H:9]1[C@@:11]([CH3:27])([NH:20][S@@:21]([C:23]([CH3:26])([CH3:25])[CH3:24])=[O:22])[C:12]([F:13])([F:14])[CH2:15][OH:16])=[O:7])([CH3:4])([CH3:2])[CH3:3]. The yield is 0.800. (2) The reactants are [C:1]([O:5][C:6]([N:8]1[CH2:12][CH2:11][C@H:10]([CH:13](C(O)=O)[C:14]([OH:16])=[O:15])[CH2:9]1)=[O:7])([CH3:4])([CH3:3])[CH3:2]. The catalyst is C1(C)C=CC=CC=1.CS(C)=O.CC(OC)(C)C. The product is [C:1]([O:5][C:6]([N:8]1[CH2:12][CH2:11][C@H:10]([CH2:13][C:14]([OH:16])=[O:15])[CH2:9]1)=[O:7])([CH3:4])([CH3:2])[CH3:3]. The yield is 0.920.